From a dataset of Reaction yield outcomes from USPTO patents with 853,638 reactions. Predict the reaction yield, written as a fraction of the theoretical maximum amount of product (1.0 means a 100% yield; for example, 0.34 means a 34% yield). (1) The reactants are C(=O)([O-])[O-].[K+].[K+].[F:7][C:8]1[CH:9]=[CH:10][C:11]2[N:12]([CH:24]=1)[C:13](=[O:23])[CH:14]=[C:15]([C:17]#[C:18][Si](C)(C)C)[N:16]=2. The catalyst is CO. The product is [C:17]([C:15]1[N:16]=[C:11]2[CH:10]=[CH:9][C:8]([F:7])=[CH:24][N:12]2[C:13](=[O:23])[CH:14]=1)#[CH:18]. The yield is 0.200. (2) The catalyst is CC(O)C.CCN(C(C)C)C(C)C. The reactants are [N:1]1([CH2:7][C:8]2[S:9][CH:10]=[CH:11][N:12]=2)[CH2:6][CH2:5][NH:4][CH2:3][CH2:2]1.[Br:13][C:14]1[C:15](Cl)=[C:16]([N+:21]([O-:23])=[O:22])[C:17]([NH2:20])=[N:18][CH:19]=1. The product is [Br:13][C:14]1[C:15]([N:4]2[CH2:3][CH2:2][N:1]([CH2:7][C:8]3[S:9][CH:10]=[CH:11][N:12]=3)[CH2:6][CH2:5]2)=[C:16]([N+:21]([O-:23])=[O:22])[C:17]([NH2:20])=[N:18][CH:19]=1. The yield is 0.590. (3) The product is [CH3:13][N:14]1[C:22]2[C:17](=[CH:18][C:19]([C:23]3[NH:12][C:11]4[N:10]([N:9]=[CH:8][C:7]=4[C:5]4[O:6][C:2]([CH3:1])=[CH:3][N:4]=4)[C:25](=[O:26])[CH:24]=3)=[CH:20][CH:21]=2)[CH:16]=[N:15]1. The yield is 0.260. The catalyst is CCCCO. The reactants are [CH3:1][C:2]1[O:6][C:5]([C:7]2[CH:8]=[N:9][NH:10][C:11]=2[NH2:12])=[N:4][CH:3]=1.[CH3:13][N:14]1[C:22]2[C:17](=[CH:18][C:19]([C:23](=O)[CH2:24][C:25](OCC)=[O:26])=[CH:20][CH:21]=2)[CH:16]=[N:15]1.CC1C=CC(S(O)(=O)=O)=CC=1. (4) The reactants are [Si:1]([O:8][C:9]1[CH:10]=[CH:11][C:12]([N:18]2[C:22](=[O:23])[C:21]3=[CH:24][CH:25]=[CH:26][CH:27]=[C:20]3[C:19]2=[O:28])=[C:13]([N+:15]([O-])=O)[CH:14]=1)([C:4]([CH3:7])([CH3:6])[CH3:5])([CH3:3])[CH3:2].[H][H]. The catalyst is C(OCC)(=O)C.[Pd]. The product is [Si:1]([O:8][C:9]1[CH:10]=[CH:11][C:12]([N:18]2[C:19](=[O:28])[C:20]3=[CH:27][CH:26]=[CH:25][CH:24]=[C:21]3[C:22]2=[O:23])=[C:13]([CH:14]=1)[NH2:15])([C:4]([CH3:7])([CH3:6])[CH3:5])([CH3:3])[CH3:2]. The yield is 0.890. (5) The reactants are [OH:1][CH2:2][C:3]1[CH:7]=[C:6]([NH:8][S:9]([C:12]2[CH:17]=[CH:16][CH:15]=[CH:14][CH:13]=2)(=[O:11])=[O:10])[N:5]([C:18]2[CH:23]=[CH:22][CH:21]=[CH:20][CH:19]=2)[N:4]=1.C(N(CC)CC)C.Cl. The catalyst is CS(C)=O. The product is [CH:2]([C:3]1[CH:7]=[C:6]([NH:8][S:9]([C:12]2[CH:17]=[CH:16][CH:15]=[CH:14][CH:13]=2)(=[O:11])=[O:10])[N:5]([C:18]2[CH:23]=[CH:22][CH:21]=[CH:20][CH:19]=2)[N:4]=1)=[O:1]. The yield is 0.880. (6) The reactants are I[C:2]1[C:10]2[C:5](=[N:6][CH:7]=[N:8][C:9]=2[NH2:11])[NH:4][N:3]=1.[CH3:12][O:13][C:14]1[CH:19]=[CH:18][C:17](B(O)O)=[CH:16][CH:15]=1.C(=O)([O-])[O-].[Na+].[Na+].ClCCl. The catalyst is CN(C=O)C.C(O)C.O. The product is [CH3:12][O:13][C:14]1[CH:19]=[CH:18][C:17]([C:2]2[C:10]3[C:5](=[N:6][CH:7]=[N:8][C:9]=3[NH2:11])[NH:4][N:3]=2)=[CH:16][CH:15]=1. The yield is 0.270. (7) The reactants are S(Cl)([Cl:4])(=O)=O.[Cl:6][C:7]1[CH:12]=[C:11]([C:13]([F:16])([F:15])[F:14])[CH:10]=[C:9]([Cl:17])[C:8]=1[O:18][C:19]1[CH:23]=[C:22]([CH3:24])[NH:21][N:20]=1. The catalyst is C(O)(=O)C. The product is [Cl:4][C:23]1[C:19]([O:18][C:8]2[C:7]([Cl:6])=[CH:12][C:11]([C:13]([F:16])([F:14])[F:15])=[CH:10][C:9]=2[Cl:17])=[N:20][NH:21][C:22]=1[CH3:24]. The yield is 0.550. (8) The reactants are [N:1]([C@@H:4]([CH3:19])[CH2:5][N:6]1[C:10]2=[C:11]3[C:16](=[CH:17][CH:18]=[C:9]2[CH:8]=[CH:7]1)[N:15]=[CH:14][CH:13]=[CH:12]3)=[N+]=[N-].C(O)C.[OH-].[Na+].[C:25](O[C:25]([O:27][C:28]([CH3:31])([CH3:30])[CH3:29])=[O:26])([O:27][C:28]([CH3:31])([CH3:30])[CH3:29])=[O:26]. The catalyst is [Pt](=O)=O.O.CC(O)(C)C. The product is [C:28]([O:27][C:25]([NH:1][C@@H:4]([CH3:19])[CH2:5][N:6]1[C:10]2=[C:11]3[C:16](=[CH:17][CH:18]=[C:9]2[CH:8]=[CH:7]1)[N:15]=[CH:14][CH:13]=[CH:12]3)=[O:26])([CH3:31])([CH3:30])[CH3:29]. The yield is 0.530. (9) The reactants are C([O:3][C:4]([C:6]1[C:14]2[C:9](=[CH:10][C:11]([CH3:24])=[C:12]([C:15]3[CH:20]=[CH:19][C:18]([O:21][CH3:22])=[CH:17][C:16]=3[F:23])[CH:13]=2)[NH:8][N:7]=1)=[O:5])C.[Li+].[OH-].Cl. The catalyst is C1COCC1.O. The product is [F:23][C:16]1[CH:17]=[C:18]([O:21][CH3:22])[CH:19]=[CH:20][C:15]=1[C:12]1[CH:13]=[C:14]2[C:9](=[CH:10][C:11]=1[CH3:24])[NH:8][N:7]=[C:6]2[C:4]([OH:5])=[O:3]. The yield is 0.900. (10) The yield is 0.800. The reactants are [CH2:1]([O:3][C:4](=[O:26])[C:5]([CH3:25])([CH3:24])[CH2:6][CH2:7][CH2:8][CH2:9][C:10](=O)[CH2:11][CH2:12][CH2:13][CH2:14][C:15]([CH3:22])([CH3:21])[C:16]([O:18][CH2:19][CH3:20])=[O:17])[CH3:2].[CH2:27]([SH:31])[CH2:28][CH2:29][SH:30].B(F)(F)F.CCOCC. The catalyst is ClCCl. The product is [CH2:1]([O:3][C:4](=[O:26])[C:5]([CH3:25])([CH3:24])[CH2:6][CH2:7][CH2:8][CH2:9][C:10]1([CH2:11][CH2:12][CH2:13][CH2:14][C:15]([C:16]([O:18][CH2:19][CH3:20])=[O:17])([CH3:22])[CH3:21])[S:31][CH2:27][CH2:28][CH2:29][S:30]1)[CH3:2].